From a dataset of Peptide-MHC class II binding affinity with 134,281 pairs from IEDB. Regression. Given a peptide amino acid sequence and an MHC pseudo amino acid sequence, predict their binding affinity value. This is MHC class II binding data. (1) The peptide sequence is RTITADTFRKLFRVY. The MHC is DRB1_0405 with pseudo-sequence DRB1_0405. The binding affinity (normalized) is 0.300. (2) The peptide sequence is FFGQNTAAIAATEAQ. The MHC is HLA-DQA10201-DQB10202 with pseudo-sequence HLA-DQA10201-DQB10202. The binding affinity (normalized) is 0.345. (3) The peptide sequence is AYTSSDDQISLFDQS. The MHC is DRB1_0405 with pseudo-sequence DRB1_0405. The binding affinity (normalized) is 0.587. (4) The peptide sequence is LQVLKEVKAAASKVKANL. The MHC is DRB1_0301 with pseudo-sequence DRB1_0301. The binding affinity (normalized) is 0. (5) The binding affinity (normalized) is 0.484. The MHC is DRB5_0101 with pseudo-sequence DRB5_0101. The peptide sequence is SMGDDHFWAVRGGGGESFGI. (6) The peptide sequence is GMNHVLHSIRRNYPK. The MHC is DRB1_0101 with pseudo-sequence DRB1_0101. The binding affinity (normalized) is 0.396. (7) The peptide sequence is STGGAYESYKFIPALEAAVK. The MHC is DRB1_0405 with pseudo-sequence DRB1_0405. The binding affinity (normalized) is 0.610. (8) The peptide sequence is VIDVKLVDANGTLHD. The MHC is HLA-DQA10501-DQB10201 with pseudo-sequence HLA-DQA10501-DQB10201. The binding affinity (normalized) is 0.397.